Regression/Classification. Given a drug SMILES string, predict its absorption, distribution, metabolism, or excretion properties. Task type varies by dataset: regression for continuous measurements (e.g., permeability, clearance, half-life) or binary classification for categorical outcomes (e.g., BBB penetration, CYP inhibition). Dataset: rlm. From a dataset of Rat liver microsome stability data. (1) The drug is O=C(Nc1ncc(Cc2ccc(C(F)(F)F)cc2)s1)c1nc(-c2ccccc2)c[nH]1. The result is 0 (unstable in rat liver microsomes). (2) The compound is O=c1nc2n(CCCC(F)(F)F)nc(-c3ccc4c(c3)OC(F)(F)O4)nc-2c(=O)n1CC1CC1. The result is 0 (unstable in rat liver microsomes). (3) The drug is Cc1cc(C)nc(NS(=O)(=O)c2ccc(NC(=S)NC(=O)COc3ccc(Br)cc3Cl)cc2)n1. The result is 0 (unstable in rat liver microsomes). (4) The molecule is Cc1noc(C)c1-c1ccc2ncnc(N3CCC(C(=O)O)CC3)c2c1. The result is 0 (unstable in rat liver microsomes). (5) The compound is CC(=O)Nc1nc(C)c(-c2ccc(Cl)c(S(=O)(=O)NCCO)c2)s1. The result is 0 (unstable in rat liver microsomes). (6) The result is 1 (stable in rat liver microsomes). The molecule is CCc1nc2c(sc3nc4c(cc32)COC(C)(C)C4)c(=O)n1Cc1ccco1. (7) The compound is C[C@H]1CCC[C@H](O)CCCC=Cc2cc(O)cc(O)c2C(=O)O1. The result is 1 (stable in rat liver microsomes). (8) The molecule is O=C(Nc1ncnc2sc3c(c12)CCCCC3)c1ccco1. The result is 1 (stable in rat liver microsomes). (9) The drug is O=C(NCc1ccccn1)c1ccc2c(c1)Cc1c-2n[nH]c1-c1ccc(-c2ccc(O)cc2)cc1. The result is 1 (stable in rat liver microsomes).